Dataset: Full USPTO retrosynthesis dataset with 1.9M reactions from patents (1976-2016). Task: Predict the reactants needed to synthesize the given product. (1) The reactants are: [F:1][C:2]([F:23])([F:22])[O:3][C:4]1[CH:9]=[CH:8][C:7]([N:10]2[CH:14]=[N:13][C:12]([C:15]3[CH:21]=[CH:20][C:18]([NH2:19])=[CH:17][CH:16]=3)=[N:11]2)=[CH:6][CH:5]=1.[C:24](OC(C)(C)C)(=[O:29])[CH2:25][C:26]([CH3:28])=[O:27]. Given the product [O:27]=[C:26]([CH3:28])[CH2:25][C:24]([NH:19][C:18]1[CH:20]=[CH:21][C:15]([C:12]2[N:13]=[CH:14][N:10]([C:7]3[CH:6]=[CH:5][C:4]([O:3][C:2]([F:1])([F:22])[F:23])=[CH:9][CH:8]=3)[N:11]=2)=[CH:16][CH:17]=1)=[O:29], predict the reactants needed to synthesize it. (2) Given the product [CH:17]1([CH2:16][N:13]2[C:12]3[CH:20]=[CH:21][C:9]([OH:8])=[C:10]([C:22]([F:24])([F:25])[F:23])[C:11]=3[N:15]=[N:14]2)[CH2:19][CH2:18]1, predict the reactants needed to synthesize it. The reactants are: C([O:8][C:9]1[CH:21]=[CH:20][C:12]2[N:13]([CH2:16][CH:17]3[CH2:19][CH2:18]3)[N:14]=[N:15][C:11]=2[C:10]=1[C:22]([F:25])([F:24])[F:23])C1C=CC=CC=1.C(OCC)(=O)C. (3) Given the product [CH3:1][O:2][C:3](=[O:17])[C:4]1[CH:9]=[CH:8][C:7]([S:10](=[O:12])(=[O:11])[NH:14][C:6]2[CH:5]=[CH:4][CH:3]=[C:22]3[C:23]=2[N:18]=[CH:19][CH:20]=[CH:21]3)=[C:6]([N+:14]([O-:16])=[O:15])[CH:5]=1, predict the reactants needed to synthesize it. The reactants are: [CH3:1][O:2][C:3](=[O:17])[C:4]1[CH:9]=[CH:8][C:7]([S:10](Cl)(=[O:12])=[O:11])=[C:6]([N+:14]([O-:16])=[O:15])[CH:5]=1.[N:18]1[CH:23]=[CH:22][CH:21]=[CH:20][CH:19]=1. (4) Given the product [C:16]([O-:25])(=[O:24])[C:17]1[C:18](=[CH:20][CH:21]=[CH:22][CH:23]=1)[OH:19].[CH2:40]([P+:31]([CH2:27][CH2:28][CH2:29][CH3:30])([CH2:32][CH2:33][CH2:34][CH3:35])[CH2:36][CH2:37][CH2:38][CH3:39])[CH2:41][CH2:42][CH3:43].[C:1]12([CH2:11][S:12]([OH:15])(=[O:13])=[O:14])[C:8]([CH3:10])([CH3:9])[CH:5]([CH2:6][CH2:7]1)[CH2:4][C:2]2=[O:3], predict the reactants needed to synthesize it. The reactants are: [C:1]12([CH2:11][S:12]([OH:15])(=[O:14])=[O:13])[C:8]([CH3:10])([CH3:9])[CH:5]([CH2:6][CH2:7]1)[CH2:4][C:2]2=[O:3].[C:16]([OH:25])(=[O:24])[C:17]1[C:18](=[CH:20][CH:21]=[CH:22][CH:23]=1)[OH:19].[OH-].[CH2:27]([P+:31]([CH2:40][CH2:41][CH2:42][CH3:43])([CH2:36][CH2:37][CH2:38][CH3:39])[CH2:32][CH2:33][CH2:34][CH3:35])[CH2:28][CH2:29][CH3:30].